From a dataset of Forward reaction prediction with 1.9M reactions from USPTO patents (1976-2016). Predict the product of the given reaction. (1) The product is: [OH:39][CH2:35][CH2:36][C:37]#[C:38][C:2]1[CH:7]=[CH:6][C:5]([C:8](=[C:16]2[CH2:21][C:20]([CH3:23])([CH3:22])[CH2:19][C:18]([CH3:24])([CH3:25])[CH2:17]2)[C:9]2[CH:10]=[CH:11][C:12]([OH:15])=[CH:13][CH:14]=2)=[CH:4][CH:3]=1. Given the reactants I[C:2]1[CH:7]=[CH:6][C:5]([C:8](=[C:16]2[CH2:21][C:20]([CH3:23])([CH3:22])[CH2:19][C:18]([CH3:25])([CH3:24])[CH2:17]2)[C:9]2[CH:14]=[CH:13][C:12]([OH:15])=[CH:11][CH:10]=2)=[CH:4][CH:3]=1.C(N(CC)C(C)C)(C)C.[CH2:35]([OH:39])[CH2:36][C:37]#[CH:38].[NH4+].[Cl-], predict the reaction product. (2) Given the reactants Br[C:2]1[CH:7]=[CH:6][C:5]([Br:8])=[CH:4][N:3]=1.[NH:9]([CH2:13][CH2:14][OH:15])[CH2:10][CH2:11][OH:12], predict the reaction product. The product is: [Br:8][C:5]1[CH:6]=[CH:7][C:2]([N:9]([CH2:13][CH2:14][OH:15])[CH2:10][CH2:11][OH:12])=[N:3][CH:4]=1. (3) Given the reactants FC(F)(F)C(O)=O.[CH2:8]([C:16]1[CH:28]=[CH:27][C:19]([C:20]([O:22]C(C)(C)C)=[O:21])=[C:18]([NH:29][C:30]([C:32]2[CH:33]=[N:34][C:35]([N:38]3[CH:42]=[CH:41][CH:40]=[CH:39]3)=[CH:36][CH:37]=2)=[O:31])[CH:17]=1)[CH2:9][C:10]1[CH:15]=[CH:14][CH:13]=[CH:12][CH:11]=1, predict the reaction product. The product is: [CH2:8]([C:16]1[CH:28]=[CH:27][C:19]([C:20]([OH:22])=[O:21])=[C:18]([NH:29][C:30]([C:32]2[CH:33]=[N:34][C:35]([N:38]3[CH:42]=[CH:41][CH:40]=[CH:39]3)=[CH:36][CH:37]=2)=[O:31])[CH:17]=1)[CH2:9][C:10]1[CH:15]=[CH:14][CH:13]=[CH:12][CH:11]=1. (4) Given the reactants ClC1C=[C:4]([CH:41]=[CH:42][C:43]=1F)[C:5]1[C:10]([C:11]2[CH:20]=[CH:19][C:18]3[C:13](=[CH:14][CH:15]=[C:16]([C:21]4[N:25]([CH:26]5[CH2:31][CH2:30][CH2:29][CH2:28][CH2:27]5)[C:24]5[CH:32]=[CH:33][C:34]([C:36]([OH:38])=[O:37])=[CH:35][C:23]=5[N:22]=4)[CH:17]=3)[N:12]=2)=[CH:9][C:8]([O:39][CH3:40])=[CH:7][CH:6]=1.C[O:46]C(C1C=CC2N(C3CCCCC3)C(C3C=C4C(=CC=3)N=C(C3C=C(OC)C=CC=3Br)C=C4)=NC=2C=1)=O.O1C=CC=C1B(O)O, predict the reaction product. The product is: [CH:26]1([N:25]2[C:24]3[CH:32]=[CH:33][C:34]([C:36]([OH:38])=[O:37])=[CH:35][C:23]=3[N:22]=[C:21]2[C:16]2[CH:17]=[C:18]3[C:13](=[CH:14][CH:15]=2)[N:12]=[C:11]([C:10]2[CH:9]=[C:8]([O:39][CH3:40])[CH:7]=[CH:6][C:5]=2[C:4]2[O:46][CH:43]=[CH:42][CH:41]=2)[CH:20]=[CH:19]3)[CH2:27][CH2:28][CH2:29][CH2:30][CH2:31]1. (5) Given the reactants CO[C:3](=[O:20])[C:4]([CH3:19])([CH3:18])[C@:5]([NH2:17])([C:7]1[CH:12]=[C:11]([N+:13]([O-:15])=[O:14])[CH:10]=[CH:9][C:8]=1[F:16])[CH3:6].[C:21]([O:25][C:26](=[O:32])[NH:27][C:28]([NH:30][CH3:31])=S)([CH3:24])([CH3:23])[CH3:22], predict the reaction product. The product is: [C:21]([O:25][C:26](=[O:32])[NH:27][C:28]1[N:30]([CH3:31])[C:3](=[O:20])[C:4]([CH3:18])([CH3:19])[C@:5]([C:7]2[CH:12]=[C:11]([N+:13]([O-:15])=[O:14])[CH:10]=[CH:9][C:8]=2[F:16])([CH3:6])[N:17]=1)([CH3:24])([CH3:23])[CH3:22].